This data is from CYP2C9 inhibition data for predicting drug metabolism from PubChem BioAssay. The task is: Regression/Classification. Given a drug SMILES string, predict its absorption, distribution, metabolism, or excretion properties. Task type varies by dataset: regression for continuous measurements (e.g., permeability, clearance, half-life) or binary classification for categorical outcomes (e.g., BBB penetration, CYP inhibition). Dataset: cyp2c9_veith. (1) The molecule is Cc1ccc(S(=O)(=O)O)cc1.c1cc2c(c(NC3=NCCN3)c1)CCCC2. The result is 0 (non-inhibitor). (2) The drug is O=c1c(-c2ccccc2)nc2cnc(N3CCNCC3)nc2n1-c1ccccc1. The result is 0 (non-inhibitor). (3) The drug is Clc1cc(I)cc(Cl)c1NC1=NCCN1. The result is 0 (non-inhibitor).